Dataset: Reaction yield outcomes from USPTO patents with 853,638 reactions. Task: Predict the reaction yield, written as a fraction of the theoretical maximum amount of product (1.0 means a 100% yield; for example, 0.34 means a 34% yield). (1) The reactants are [Br:1][C:2]1[CH:3]=[C:4]([CH2:8][NH2:9])[CH:5]=[N:6][CH:7]=1.[CH:10]1([CH:15]=O)[CH2:14][CH2:13][CH2:12][CH2:11]1.[BH3-]C#N.[Na+]. The catalyst is CO. The product is [Br:1][C:2]1[CH:3]=[C:4]([CH2:8][NH:9][CH2:15][CH:10]2[CH2:14][CH2:13][CH2:12][CH2:11]2)[CH:5]=[N:6][CH:7]=1. The yield is 0.793. (2) The reactants are [F:1][C:2]1[CH:8]=[CH:7][C:6]([C:9]([F:12])([F:11])[F:10])=[CH:5][C:3]=1[NH2:4].Cl.[N:14]([O-])=O.[Na+].C([O-])(=O)C.[K+].[C:23]([CH2:26][C:27](=[O:29])[CH3:28])(=[O:25])[CH3:24]. The catalyst is O.CC(O)=O. The product is [F:1][C:2]1[CH:8]=[CH:7][C:6]([C:9]([F:10])([F:11])[F:12])=[CH:5][C:3]=1[NH:4][N:14]=[C:26]([C:27](=[O:29])[CH3:28])[C:23](=[O:25])[CH3:24]. The yield is 0.640. (3) The reactants are [NH2:1][C:2]1[CH:14]=[CH:13][C:5]2[N:6]([CH3:12])[C:7](=[O:11])[CH2:8][CH2:9][CH2:10][C:4]=2[CH:3]=1.Cl[C:16]1[N:21]=[C:20]([NH:22][C:23]2[CH:24]=[C:25]([CH:30]=[CH:31][CH:32]=2)[C:26]([NH:28][CH3:29])=[O:27])[C:19]([Cl:33])=[CH:18][N:17]=1. No catalyst specified. The product is [Cl:33][C:19]1[C:20]([NH:22][C:23]2[CH:24]=[C:25]([CH:30]=[CH:31][CH:32]=2)[C:26]([NH:28][CH3:29])=[O:27])=[N:21][C:16]([NH:1][C:2]2[CH:14]=[CH:13][C:5]3[N:6]([CH3:12])[C:7](=[O:11])[CH2:8][CH2:9][CH2:10][C:4]=3[CH:3]=2)=[N:17][CH:18]=1. The yield is 0.470.